From a dataset of Reaction yield outcomes from USPTO patents with 853,638 reactions. Predict the reaction yield, written as a fraction of the theoretical maximum amount of product (1.0 means a 100% yield; for example, 0.34 means a 34% yield). (1) The reactants are [Cl:1][C:2]1[CH:7]=[CH:6][C:5]([CH:8]2[C:17]([CH3:19])([CH3:18])[CH2:16][C:15]3[C:10](=[CH:11][CH:12]=[C:13]([C:20]([O:22][CH3:23])=[O:21])[CH:14]=3)[NH:9]2)=[CH:4][C:3]=1[N+:24]([O-])=O.Cl. The catalyst is C(O)C.O.[Fe]. The yield is 0.150. The product is [NH2:24][C:3]1[CH:4]=[C:5]([CH:8]2[C:17]([CH3:18])([CH3:19])[CH2:16][C:15]3[C:10](=[CH:11][CH:12]=[C:13]([C:20]([O:22][CH3:23])=[O:21])[CH:14]=3)[NH:9]2)[CH:6]=[CH:7][C:2]=1[Cl:1]. (2) The reactants are [C:1]([C:3]1[CH:4]=[C:5]([C:13]2[S:17][C:16]([N:18]3[C:26]([CH3:27])=[C:25]4[C:20]([CH2:21][N:22](C(OC(C)(C)C)=O)[CH2:23][CH2:24]4)=[N:19]3)=[N:15][N:14]=2)[CH:6]=[CH:7][C:8]=1[O:9][CH:10]([CH3:12])[CH3:11])#[N:2].[ClH:35].C(OCC)C. The catalyst is O1CCOCC1. The product is [ClH:35].[CH3:12][CH:10]([O:9][C:8]1[CH:7]=[CH:6][C:5]([C:13]2[S:17][C:16]([N:18]3[C:26]([CH3:27])=[C:25]4[C:20]([CH2:21][NH:22][CH2:23][CH2:24]4)=[N:19]3)=[N:15][N:14]=2)=[CH:4][C:3]=1[C:1]#[N:2])[CH3:11]. The yield is 0.920. (3) The reactants are [CH2:1]([O:3][C:4]([N:6]=[C:7]=[S:8])=[O:5])[CH3:2].[NH2:9][C:10]1[CH:14]=[CH:13][NH:12][N:11]=1.O. The catalyst is CC(C)=O. The product is [NH:11]1[C:10]([NH:9][C:7]([NH:6][C:4](=[O:5])[O:3][CH2:1][CH3:2])=[S:8])=[CH:14][CH:13]=[N:12]1. The yield is 0.900. (4) The reactants are I[C:2]1[CH:11]=[C:10]2[C:5]([CH:6]=[CH:7][C:8]([S:12]([NH2:15])(=[O:14])=[O:13])=[CH:9]2)=[CH:4][CH:3]=1.[O:16]1[CH2:21][CH2:20][N:19]([CH2:22][CH2:23][O:24]C2C=CC=C3C=2C=C(S(O)(=O)=O)C=C3)[CH2:18][CH2:17]1. No catalyst specified. The product is [O:16]1[CH2:21][CH2:20][N:19]([CH2:22][CH2:23][O:24][C:11]2[CH:2]=[CH:3][CH:4]=[C:5]3[C:10]=2[CH:9]=[C:8]([S:12]([NH2:15])(=[O:14])=[O:13])[CH:7]=[CH:6]3)[CH2:18][CH2:17]1. The yield is 0.270. (5) The reactants are C(OC([N:11]1[CH2:15][CH:14]([CH2:16]O)[CH:13]([NH:18][C:19]([O:21][C:22]([CH3:25])([CH3:24])[CH3:23])=[O:20])[CH2:12]1)=O)C1C=CC=CC=1.C(OC(N1CC(CO)C(N)C1)=O)C1C=CC=CC=1.C(=O)(O)[O-].[Na+].CC(OC(OC(OC(C)(C)C)=O)=O)(C)C. The catalyst is C(O)CCCC.C(O)C.O. The product is [C:22]([O:21][C:19]([N:18]1[CH2:16][CH:14]2[CH:13]1[CH2:12][NH:11][CH2:15]2)=[O:20])([CH3:25])([CH3:24])[CH3:23]. The yield is 0.640. (6) The reactants are [CH3:1][N:2]1[CH2:15][CH2:14][C:5]2[NH:6][C:7]3[CH:8]=[CH:9][C:10]([CH3:13])=[CH:11][C:12]=3[C:4]=2[CH2:3]1.[OH-].[K+].Br[CH2:19][CH2:20][C:21]1[CH:26]=[CH:25][C:24]([O:27][CH2:28][CH3:29])=[CH:23][CH:22]=1. The catalyst is CN1CCCC1=O.O. The product is [CH2:28]([O:27][C:24]1[CH:25]=[CH:26][C:21]([CH2:20][CH2:19][N:6]2[C:7]3[CH:8]=[CH:9][C:10]([CH3:13])=[CH:11][C:12]=3[C:4]3[CH2:3][N:2]([CH3:1])[CH2:15][CH2:14][C:5]2=3)=[CH:22][CH:23]=1)[CH3:29]. The yield is 0.100. (7) The reactants are [C:1]1([CH2:7][CH2:8][CH2:9][CH2:10][CH2:11][CH2:12][CH2:13][CH2:14][CH2:15][CH2:16][C:17]2[C:25]3[S:26][CH:27]=[CH:28][C:24]=3[C:23]([CH2:29][CH2:30][CH2:31][CH2:32][CH2:33][CH2:34][CH2:35][CH2:36][CH2:37][CH2:38][C:39]3[CH:44]=[CH:43][CH:42]=[CH:41][CH:40]=3)=[C:19]3[S:20][CH:21]=[CH:22][C:18]=23)[CH:6]=[CH:5][CH:4]=[CH:3][CH:2]=1.C([Li])CCC.[CH3:50][Sn:51](Cl)([CH3:53])[CH3:52].O. The catalyst is O1CCCC1. The product is [C:1]1([CH2:7][CH2:8][CH2:9][CH2:10][CH2:11][CH2:12][CH2:13][CH2:14][CH2:15][CH2:16][C:17]2[C:25]3[S:26][C:27]([Sn:51]([CH3:53])([CH3:52])[CH3:50])=[CH:28][C:24]=3[C:23]([CH2:29][CH2:30][CH2:31][CH2:32][CH2:33][CH2:34][CH2:35][CH2:36][CH2:37][CH2:38][C:39]3[CH:44]=[CH:43][CH:42]=[CH:41][CH:40]=3)=[C:19]3[S:20][C:21]([Sn:51]([CH3:53])([CH3:52])[CH3:50])=[CH:22][C:18]=23)[CH:2]=[CH:3][CH:4]=[CH:5][CH:6]=1. The yield is 0.700. (8) The reactants are O=[C:2]1[NH:7][C:6]([C:8]2[CH:13]=[CH:12][CH:11]=[CH:10][CH:9]=2)=[N:5][CH:4]=[C:3]1[NH:14][C:15](=[O:23])[CH2:16][C:17]1[CH:22]=[CH:21][CH:20]=[CH:19][CH:18]=1.C(N(CC)CC)C.P(Cl)(Cl)([Cl:33])=O.C(=O)([O-])O.[Na+]. The catalyst is C(#N)C.[Cl-].C([N+](CC)(CC)CC)C.O. The product is [Cl:33][C:2]1[C:3]([NH:14][C:15](=[O:23])[CH2:16][C:17]2[CH:22]=[CH:21][CH:20]=[CH:19][CH:18]=2)=[CH:4][N:5]=[C:6]([C:8]2[CH:13]=[CH:12][CH:11]=[CH:10][CH:9]=2)[N:7]=1. The yield is 0.916. (9) The reactants are [F:1][C:2]1[CH:7]=[CH:6][C:5]([I:8])=[CH:4][C:3]=1[N:9]1[CH:14]=[C:13]([O:15][CH3:16])[C:12](=[O:17])[C:11]([C:18]([O:20]C)=[O:19])=[N:10]1.[OH-].[Na+].Cl. The yield is 0.910. The catalyst is CO. The product is [F:1][C:2]1[CH:7]=[CH:6][C:5]([I:8])=[CH:4][C:3]=1[N:9]1[CH:14]=[C:13]([O:15][CH3:16])[C:12](=[O:17])[C:11]([C:18]([OH:20])=[O:19])=[N:10]1. (10) The reactants are [F:1][C:2]1[CH:7]=[CH:6][C:5]([N:8]2[C:16]3[C:11](=[CH:12][C:13]([S:17][C@H:18]([C:22]4[CH:27]=[CH:26][CH:25]=[CH:24][CH:23]=4)[C@@H:19]([NH2:21])[CH3:20])=[CH:14][CH:15]=3)[CH:10]=[N:9]2)=[CH:4][CH:3]=1.CN(C)C(N(C)C)=N.[F:36][C:37]([F:44])([F:43])[C:38](OCC)=[O:39]. The catalyst is CO. The product is [F:36][C:37]([F:44])([F:43])[C:38]([NH:21][C@@H:19]([CH3:20])[C@H:18]([S:17][C:13]1[CH:12]=[C:11]2[C:16](=[CH:15][CH:14]=1)[N:8]([C:5]1[CH:6]=[CH:7][C:2]([F:1])=[CH:3][CH:4]=1)[N:9]=[CH:10]2)[C:22]1[CH:23]=[CH:24][CH:25]=[CH:26][CH:27]=1)=[O:39]. The yield is 0.530.